Dataset: NCI-60 drug combinations with 297,098 pairs across 59 cell lines. Task: Regression. Given two drug SMILES strings and cell line genomic features, predict the synergy score measuring deviation from expected non-interaction effect. (1) Drug 1: CN1CCC(CC1)COC2=C(C=C3C(=C2)N=CN=C3NC4=C(C=C(C=C4)Br)F)OC. Drug 2: COC1=CC(=CC(=C1O)OC)C2C3C(COC3=O)C(C4=CC5=C(C=C24)OCO5)OC6C(C(C7C(O6)COC(O7)C8=CC=CS8)O)O. Cell line: DU-145. Synergy scores: CSS=24.5, Synergy_ZIP=-5.42, Synergy_Bliss=-5.67, Synergy_Loewe=-16.6, Synergy_HSA=-3.82. (2) Drug 1: CCC1=C2CN3C(=CC4=C(C3=O)COC(=O)C4(CC)O)C2=NC5=C1C=C(C=C5)O. Drug 2: CCC1(CC2CC(C3=C(CCN(C2)C1)C4=CC=CC=C4N3)(C5=C(C=C6C(=C5)C78CCN9C7C(C=CC9)(C(C(C8N6C)(C(=O)OC)O)OC(=O)C)CC)OC)C(=O)OC)O.OS(=O)(=O)O. Cell line: SK-OV-3. Synergy scores: CSS=5.50, Synergy_ZIP=2.33, Synergy_Bliss=-1.65, Synergy_Loewe=-2.59, Synergy_HSA=-2.35.